Dataset: Peptide-MHC class II binding affinity with 134,281 pairs from IEDB. Task: Regression. Given a peptide amino acid sequence and an MHC pseudo amino acid sequence, predict their binding affinity value. This is MHC class II binding data. The peptide sequence is KRHPNNTIFSVDK. The MHC is HLA-DPA10301-DPB10402 with pseudo-sequence HLA-DPA10301-DPB10402. The binding affinity (normalized) is 0.0681.